Dataset: Experimentally validated miRNA-target interactions with 360,000+ pairs, plus equal number of negative samples. Task: Binary Classification. Given a miRNA mature sequence and a target amino acid sequence, predict their likelihood of interaction. (1) The miRNA is hsa-miR-558 with sequence UGAGCUGCUGUACCAAAAU. The protein sequence of the target gene is MDSAGQDINLNSPNKGLLSDSMTDVPVDTGVAARTPAVEGLTEAEEEELRAELTKVEEEIVTLRQVLAAKERHCGELKRRLGLSTLGELKQNLSRSWHDVQVSSAYVKTSEKLGEWNEKVTQSDLYKKTQETLSQAGQKTSAALSTVGSAISRKLGDMRNSATFKSFEDRVGTIKSKVVGDRENGSDNLPSSAGSGDKPLSDPAPF. Result: 1 (interaction). (2) The miRNA is hsa-miR-129-1-3p with sequence AAGCCCUUACCCCAAAAAGUAU. The protein sequence of the target gene is MASALEQFVNSVRQLSAQGQMTQLCELINKSGELLAKNLSHLDTVLGALDVQEHSLGVLAVLFVKFSMPSVPDFETLFSQVQLFISTCNGEHIRYATDTFAGLCHQLTNALVERKQPLRGIGILKQAIDKMQMNTNQLTSIHADLCQLCLLAKCFKPALPYLDVDMMDICKENGAYDAKHFLCYYYYGGMIYTGLKNFERALYFYEQAITTPAMAVSHIMLESYKKYILVSLILLGKVQQLPKYTSQIVGRFIKPLSNAYHELAQVYSTNNPSELRNLVNKHSETFTRDNNMGLVKQCLS.... Result: 0 (no interaction). (3) Result: 0 (no interaction). The miRNA is mmu-miR-22-3p with sequence AAGCUGCCAGUUGAAGAACUGU. The protein sequence of the target gene is MKLPIFIADAFTARAFRGNPAAVCLLENELDEDMHQKIAREMNLSETAFIRKLHPTDNFAQSSCFGLRWFTPASEVPLCGHATLASAAVLFHKIKNMNSTLTFVTLSGELRARRAEDGIVLDLPLYPAHPQDFHEVEDLIKTAIGNTLVQDICYSPDTQKLLVRLSDVYNRSFLENLKVNTENLLQVENTGKVKGLILTLKGEPGGQTQAFDFYSRYFAPWVGVAEDPVTGSAHAVLSSYWSQHLGKKEMHAFQCSHRGGELGISLRPDGRVDIRGGAAVVLEGTLTA.